From a dataset of Reaction yield outcomes from USPTO patents with 853,638 reactions. Predict the reaction yield, written as a fraction of the theoretical maximum amount of product (1.0 means a 100% yield; for example, 0.34 means a 34% yield). (1) The reactants are O[C:2]1[C:7]([C:8]#[N:9])=[C:6]([C:10]2[CH:15]=[C:14]([O:16][CH3:17])[CH:13]=[CH:12][N:11]=2)[N:5]=[C:4]([S:18][CH3:19])[N:3]=1.P(Cl)(Cl)([Cl:22])=O. The catalyst is O1CCOCC1.CN(C=O)C. The product is [Cl:22][C:2]1[C:7]([C:8]#[N:9])=[C:6]([C:10]2[CH:15]=[C:14]([O:16][CH3:17])[CH:13]=[CH:12][N:11]=2)[N:5]=[C:4]([S:18][CH3:19])[N:3]=1. The yield is 0.920. (2) The reactants are C(OC([N:8]1[CH2:12][CH2:11][C:10]([C:15]2[CH:20]=[CH:19][C:18]([F:21])=[C:17]([Cl:22])[CH:16]=2)([O:13][CH3:14])[CH2:9]1)=O)(C)(C)C.FC(F)(F)C(O)=O. The catalyst is C(Cl)Cl. The product is [Cl:22][C:17]1[CH:16]=[C:15]([C:10]2([O:13][CH3:14])[CH2:11][CH2:12][NH:8][CH2:9]2)[CH:20]=[CH:19][C:18]=1[F:21]. The yield is 0.880. (3) The catalyst is C(O)(=O)C. The yield is 0.990. The reactants are [Cl:1][C:2]1[CH:3]=[C:4]([NH2:20])[CH:5]=[C:6]([Cl:19])[C:7]=1[S:8][C:9]1[N:10]=[N:11][C:12](Cl)=[C:13]([CH:15]([CH3:17])[CH3:16])[CH:14]=1.[C:21]([O-])(=[O:23])[CH3:22].[Na+].[OH-:26].[Na+]. The product is [Cl:1][C:2]1[CH:3]=[C:4]([NH:20][C:21](=[O:23])[CH3:22])[CH:5]=[C:6]([Cl:19])[C:7]=1[S:8][C:9]1[CH:14]=[C:13]([CH:15]([CH3:17])[CH3:16])[C:12](=[O:26])[NH:11][N:10]=1. (4) The reactants are [NH2:1][C:2]1[CH:3]=[C:4]([C:8]2[S:12][C:11]([C:13]3[CH:14]=[C:15]4[C:19](=[CH:20][CH:21]=3)[C:18](=[O:22])[N:17]([CH3:23])[CH2:16]4)=[CH:10][CH:9]=2)[CH:5]=[N:6][CH:7]=1.[Cl:24][C:25]1[CH:26]=[C:27]([S:32](Cl)(=[O:34])=[O:33])[CH:28]=[CH:29][C:30]=1[CH3:31]. No catalyst specified. The product is [Cl:24][C:25]1[CH:26]=[C:27]([S:32]([NH:1][C:2]2[CH:7]=[N:6][CH:5]=[C:4]([C:8]3[S:12][C:11]([C:13]4[CH:14]=[C:15]5[C:19](=[CH:20][CH:21]=4)[C:18](=[O:22])[N:17]([CH3:23])[CH2:16]5)=[CH:10][CH:9]=3)[CH:3]=2)(=[O:34])=[O:33])[CH:28]=[CH:29][C:30]=1[CH3:31]. The yield is 0.500. (5) The yield is 0.850. The reactants are [NH2:1][CH2:2][CH2:3][CH2:4][CH2:5][CH2:6][CH2:7][OH:8].[CH2:9]([O:16][C:17](Cl)=[O:18])[C:10]1[CH:15]=[CH:14][CH:13]=[CH:12][CH:11]=1.C(N(CC)CC)C.CCOC(C)=O. The product is [CH2:9]([O:16][C:17](=[O:18])[NH:1][CH2:2][CH2:3][CH2:4][CH2:5][CH2:6][CH2:7][OH:8])[C:10]1[CH:15]=[CH:14][CH:13]=[CH:12][CH:11]=1. The catalyst is CO.